Dataset: Forward reaction prediction with 1.9M reactions from USPTO patents (1976-2016). Task: Predict the product of the given reaction. (1) Given the reactants [N+:1]([C:4]1[CH:9]=[CH:8][C:7]([CH2:10][CH2:11][NH:12][C:13](=[O:17])[C:14]([CH3:16])=[CH2:15])=[CH:6][CH:5]=1)([O-])=O.[Cl-].[NH4+], predict the reaction product. The product is: [NH2:1][C:4]1[CH:5]=[CH:6][C:7]([CH2:10][CH2:11][NH:12][C:13](=[O:17])[C:14]([CH3:16])=[CH2:15])=[CH:8][CH:9]=1. (2) Given the reactants [C:1]([C:3]1[CH:11]=[CH:10][C:6]([C:7]([OH:9])=O)=[CH:5][CH:4]=1)#[N:2].[N:12]1([CH2:18][CH2:19][O:20][C:21]2[C:30]3[C:25](=[CH:26][CH:27]=[CH:28][CH:29]=3)[C:24]([NH2:31])=[CH:23][CH:22]=2)[CH2:17][CH2:16][O:15][CH2:14][CH2:13]1, predict the reaction product. The product is: [C:1]([C:3]1[CH:4]=[CH:5][C:6]([C:7]([NH:31][C:24]2[C:25]3[C:30](=[CH:29][CH:28]=[CH:27][CH:26]=3)[C:21]([O:20][CH2:19][CH2:18][N:12]3[CH2:13][CH2:14][O:15][CH2:16][CH2:17]3)=[CH:22][CH:23]=2)=[O:9])=[CH:10][CH:11]=1)#[N:2]. (3) Given the reactants [C:1]([O:5][C:6](=[O:41])[NH:7][C@@H:8]1[CH2:12][CH2:11][N:10]([C:13]([C:15]2[CH:23]=[C:22]3[C:18]([C:19]4([CH2:40][CH2:39]4)[CH2:20][N:21]3[C:24]3[N:29]=[CH:28][C:27](B4OC(C)(C)C(C)(C)O4)=[CH:26][N:25]=3)=[CH:17][CH:16]=2)=[O:14])[CH2:9]1)([CH3:4])([CH3:3])[CH3:2].O.Br[C:44]1[CH:49]=[C:48]([CH:50]2[CH2:52][CH2:51]2)[CH:47]=[CH:46][N:45]=1.C([O-])([O-])=O.[K+].[K+], predict the reaction product. The product is: [C:1]([O:5][C:6](=[O:41])[NH:7][C@@H:8]1[CH2:12][CH2:11][N:10]([C:13]([C:15]2[CH:23]=[C:22]3[C:18]([C:19]4([CH2:40][CH2:39]4)[CH2:20][N:21]3[C:24]3[N:25]=[CH:26][C:27]([C:44]4[CH:49]=[C:48]([CH:50]5[CH2:52][CH2:51]5)[CH:47]=[CH:46][N:45]=4)=[CH:28][N:29]=3)=[CH:17][CH:16]=2)=[O:14])[CH2:9]1)([CH3:4])([CH3:2])[CH3:3]. (4) Given the reactants [CH2:1]([O:3][C:4](=[O:46])[CH:5]([O:32][C:33]1[CH:38]=[CH:37][CH:36]=[CH:35][C:34]=1[CH2:39][CH2:40][C:41]([O:43][CH2:44][CH3:45])=[O:42])[CH:6]([CH2:8][CH2:9][CH2:10][CH2:11][CH2:12][CH2:13][O:14][C:15]1[CH:20]=[C:19]([C:21]2[C:22](=[O:30])[N:23]([CH3:29])[C:24](=[O:28])[N:25]([CH3:27])[CH:26]=2)[CH:18]=[C:17](Br)[CH:16]=1)[CH3:7])[CH3:2].[C:47]1(B(O)O)[CH:52]=[CH:51][CH:50]=[CH:49][CH:48]=1, predict the reaction product. The product is: [CH2:1]([O:3][C:4](=[O:46])[CH:5]([O:32][C:33]1[CH:38]=[CH:37][CH:36]=[CH:35][C:34]=1[CH2:39][CH2:40][C:41]([O:43][CH2:44][CH3:45])=[O:42])[CH:6]([CH2:8][CH2:9][CH2:10][CH2:11][CH2:12][CH2:13][O:14][C:15]1[CH:16]=[C:17]([C:47]2[CH:52]=[CH:51][CH:50]=[CH:49][CH:48]=2)[CH:18]=[C:19]([C:21]2[C:22](=[O:30])[N:23]([CH3:29])[C:24](=[O:28])[N:25]([CH3:27])[CH:26]=2)[CH:20]=1)[CH3:7])[CH3:2]. (5) Given the reactants [CH3:1][O:2][C:3]1[N:8]=[N:7][C:6]([N:9]2[C:13]([C:14]3[CH:18]=[CH:17][N:16]([CH3:19])[CH:15]=3)=[CH:12][C:11]([C:20]([OH:22])=O)=[N:10]2)=[CH:5][CH:4]=1.Cl.[CH3:24][NH:25][CH3:26], predict the reaction product. The product is: [CH3:24][N:25]([CH3:26])[C:20]([C:11]1[CH:12]=[C:13]([C:14]2[CH:18]=[CH:17][N:16]([CH3:19])[CH:15]=2)[N:9]([C:6]2[N:7]=[N:8][C:3]([O:2][CH3:1])=[CH:4][CH:5]=2)[N:10]=1)=[O:22]. (6) Given the reactants [Cl:1][C:2]1[CH:10]=[CH:9][C:8]2[N:7]([CH2:11][C:12](OCC)=[O:13])[C:6]3[CH2:17][CH2:18][N:19]([CH3:21])[CH2:20][C:5]=3[C:4]=2[CH:3]=1.[NH3:22], predict the reaction product. The product is: [Cl:1][C:2]1[CH:10]=[CH:9][C:8]2[N:7]([CH2:11][C:12]([NH2:22])=[O:13])[C:6]3[CH2:17][CH2:18][N:19]([CH3:21])[CH2:20][C:5]=3[C:4]=2[CH:3]=1. (7) Given the reactants O=[C:2]1[CH2:5][N:4]([C:6]([O:8][C:9]([CH3:12])([CH3:11])[CH3:10])=[O:7])[CH2:3]1.[NH2:13][CH2:14][CH2:15][OH:16].CC(O)=O, predict the reaction product. The product is: [OH:16][CH2:15][CH2:14][NH:13][CH:2]1[CH2:5][N:4]([C:6]([O:8][C:9]([CH3:12])([CH3:11])[CH3:10])=[O:7])[CH2:3]1.